Dataset: Forward reaction prediction with 1.9M reactions from USPTO patents (1976-2016). Task: Predict the product of the given reaction. (1) Given the reactants [C:1]1([S:7]([N@:10]2[CH2:12][CH:11]2[C:13]([N:15]2[CH2:20][CH2:19][N:18]([C:21]3[CH:26]=[C:25]([CH3:27])[CH:24]=[CH:23][C:22]=3[CH3:28])[CH2:17][CH2:16]2)=[O:14])(=[O:9])=[O:8])[CH:6]=[CH:5][CH:4]=[CH:3][CH:2]=1.[I-:29].[Na+].Br[CH2:32][CH2:33][CH2:34][N:35]=[C:36]=[O:37], predict the reaction product. The product is: [C:1]1([S:7]([N:10]2[CH2:12][C@@H:11]([C:13]([N:15]3[CH2:16][CH2:17][N:18]([C:21]4[CH:26]=[C:25]([CH3:27])[CH:24]=[CH:23][C:22]=4[CH3:28])[CH2:19][CH2:20]3)=[O:14])[N:35]([CH2:34][CH2:33][CH2:32][I:29])[C:36]2=[O:37])(=[O:9])=[O:8])[CH:6]=[CH:5][CH:4]=[CH:3][CH:2]=1. (2) The product is: [C:1]1([S:7]([N:10]2[C:18]3[C:13](=[C:14]([NH:23][C:24]([C:26]4[O:27][CH:28]=[CH:29][CH:30]=4)=[O:25])[CH:15]=[C:16]([C:32]4[CH:37]=[CH:36][N:35]=[C:34]5[N:38]([S:41]([C:44]6[CH:45]=[CH:46][CH:47]=[CH:48][CH:49]=6)(=[O:42])=[O:43])[CH:39]=[CH:40][C:33]=45)[CH:17]=3)[CH:12]=[N:11]2)(=[O:9])=[O:8])[CH:6]=[CH:5][CH:4]=[CH:3][CH:2]=1. Given the reactants [C:1]1([S:7]([N:10]2[C:18]3[C:13](=[C:14]([NH:23][C:24]([C:26]4[O:27][CH:28]=[CH:29][CH:30]=4)=[O:25])[CH:15]=[C:16]([Sn](C)(C)C)[CH:17]=3)[CH:12]=[N:11]2)(=[O:9])=[O:8])[CH:6]=[CH:5][CH:4]=[CH:3][CH:2]=1.Br[C:32]1[CH:37]=[CH:36][N:35]=[C:34]2[N:38]([S:41]([C:44]3[CH:49]=[CH:48][CH:47]=[CH:46][CH:45]=3)(=[O:43])=[O:42])[CH:39]=[CH:40][C:33]=12, predict the reaction product.